From a dataset of Forward reaction prediction with 1.9M reactions from USPTO patents (1976-2016). Predict the product of the given reaction. (1) Given the reactants C[O:2][C:3]1[CH:4]=[C:5]([NH2:13])[CH:6]=[C:7]([C:9]([F:12])([F:11])[F:10])[CH:8]=1.Br.C(O)(=O)C.C([O-])(O)=O.[Na+], predict the reaction product. The product is: [NH2:13][C:5]1[CH:4]=[C:3]([OH:2])[CH:8]=[C:7]([C:9]([F:10])([F:11])[F:12])[CH:6]=1. (2) Given the reactants [OH:1][C:2]1[CH:3]=[C:4]([C:8]([F:11])([F:10])[F:9])[CH:5]=[CH:6][CH:7]=1.[OH-].[K+].Br[CH:15]([C:25]1[CH:30]=[CH:29][C:28]([Cl:31])=[CH:27][CH:26]=1)[C:16]([O:18][CH2:19][CH2:20][NH:21][C:22](=[O:24])[CH3:23])=[O:17].C(O)(C)C.[O-]C1C=CC=CC=1, predict the reaction product. The product is: [Cl:31][C:28]1[CH:29]=[CH:30][C:25]([CH:15]([O:1][C:2]2[CH:7]=[CH:6][CH:5]=[C:4]([C:8]([F:9])([F:10])[F:11])[CH:3]=2)[C:16]([O:18][CH2:19][CH2:20][NH:21][C:22](=[O:24])[CH3:23])=[O:17])=[CH:26][CH:27]=1. (3) Given the reactants [CH2:1]([C@@H:5]1[NH:10][CH2:9][C@H:8]([C:11]2[CH:16]=[CH:15][CH:14]=[CH:13][C:12]=2[CH3:17])[NH:7][C:6]1=[O:18])[CH:2]([CH3:4])[CH3:3].[F:19][C:20]1[CH:25]=[CH:24][C:23]([C:26]2[O:30][N:29]=[C:28]([C:31](O)=[O:32])[CH:27]=2)=[CH:22][CH:21]=1.C([C@@H]1N(C([C@@H]2C[C@H]2C2C=CC=CC=2)=O)C[C@H](CC(C)C)NC1=O)C(C)C, predict the reaction product. The product is: [F:19][C:20]1[CH:21]=[CH:22][C:23]([C:26]2[O:30][N:29]=[C:28]([C:31]([N:10]3[CH2:9][C@H:8]([C:11]4[CH:16]=[CH:15][CH:14]=[CH:13][C:12]=4[CH3:17])[NH:7][C:6](=[O:18])[C@@H:5]3[CH2:1][CH:2]([CH3:4])[CH3:3])=[O:32])[CH:27]=2)=[CH:24][CH:25]=1.